Task: Predict the reactants needed to synthesize the given product.. Dataset: Full USPTO retrosynthesis dataset with 1.9M reactions from patents (1976-2016) (1) The reactants are: [O:1]1[C:5]2[CH:6]=[CH:7][CH:8]=[CH:9][C:4]=2[CH:3]=[CH:2]1.CC([O-])(C)C.[K+].[SiH:16]([CH2:21][CH3:22])([CH2:19][CH3:20])[CH2:17][CH3:18]. Given the product [O:1]1[C:5]2[CH:6]=[CH:7][CH:8]=[CH:9][C:4]=2[CH:3]=[C:2]1[Si:16]([CH2:21][CH3:22])([CH2:19][CH3:20])[CH2:17][CH3:18], predict the reactants needed to synthesize it. (2) Given the product [C:15]([O:18][C:19](=[O:20])[NH:1][C:2]1[S:3][C:4]2[CH:10]=[C:9]([CH2:11][OH:12])[CH:8]=[C:7]([Br:13])[C:5]=2[N:6]=1)([CH3:17])([CH3:16])[CH3:14], predict the reactants needed to synthesize it. The reactants are: [NH2:1][C:2]1[S:3][C:4]2[CH:10]=[C:9]([CH2:11][OH:12])[CH:8]=[C:7]([Br:13])[C:5]=2[N:6]=1.[CH3:14][C:15]([O:18][C:19](O[C:19]([O:18][C:15]([CH3:17])([CH3:16])[CH3:14])=[O:20])=[O:20])([CH3:17])[CH3:16].[OH-].[Na+].CO. (3) Given the product [F:34][CH:32]([F:33])[C:29]1[N:30]=[CH:31][N:27]([C:21]2[CH:20]=[C:19]([S:1][CH2:58][C:57]([F:60])([F:59])[F:56])[C:24]([CH3:25])=[CH:23][C:22]=2[CH3:26])[N:28]=1, predict the reactants needed to synthesize it. The reactants are: [S:1]([C:19]1[CH:20]=[C:21]([N:27]2[CH:31]=[N:30][C:29]([CH:32]([F:34])[F:33])=[N:28]2)[C:22]([CH3:26])=[CH:23][C:24]=1[CH3:25])[S:1][C:19]1[CH:20]=[C:21]([N:27]2[CH:31]=[N:30][C:29]([CH:32]([F:34])[F:33])=[N:28]2)[C:22]([CH3:26])=[CH:23][C:24]=1[CH3:25].S(S([O-])=O)([O-])=O.[Na+].[Na+].C([O-])([O-])=O.[K+].[K+].C(S([O-])=O)O.[Na+].[I-].[F:56][C:57]([F:60])([F:59])[CH3:58]. (4) Given the product [Cl:20][C:16]1[CH:15]=[C:3]([C:4](=[O:5])[N:6]=[S:7]([CH3:14])[CH2:8][CH2:9][Si:10]([CH3:13])([CH3:12])[CH3:11])[C:2]([NH:1][C:39]([C:38]2[N:34]([C:29]3[C:28]([Cl:27])=[CH:33][CH:32]=[CH:31][N:30]=3)[N:35]=[C:36]([C:42]([F:45])([F:44])[F:43])[CH:37]=2)=[O:40])=[C:18]([CH3:19])[CH:17]=1, predict the reactants needed to synthesize it. The reactants are: [NH2:1][C:2]1[C:18]([CH3:19])=[CH:17][C:16]([Cl:20])=[CH:15][C:3]=1[C:4]([N:6]=[S:7]([CH3:14])[CH2:8][CH2:9][Si:10]([CH3:13])([CH3:12])[CH3:11])=[O:5].C([O-])([O-])=O.[K+].[K+].[Cl:27][C:28]1[C:29]([N:34]2[C:38]([C:39](Cl)=[O:40])=[CH:37][C:36]([C:42]([F:45])([F:44])[F:43])=[N:35]2)=[N:30][CH:31]=[CH:32][CH:33]=1. (5) Given the product [F:22][C:19]1[CH:20]=[CH:21][C:16]([NH:15][C:13]([N:7]2[C@@H:8]3[CH2:12][N:11]([CH2:10][CH2:9]3)[C:5]3[CH:4]=[CH:3][C:2]([C:32]4[CH:37]=[CH:36][N:35]=[C:34]([N:38]5[CH2:42][CH2:41][CH:40]([C:43]([F:45])([F:46])[F:44])[CH2:39]5)[CH:33]=4)=[N:23][C:6]2=3)=[O:14])=[N:17][CH:18]=1, predict the reactants needed to synthesize it. The reactants are: Cl[C:2]1[CH:3]=[CH:4][C:5]2[N:11]3[CH2:12][C@H:8]([CH2:9][CH2:10]3)[N:7]([C:13]([NH:15][C:16]3[CH:21]=[CH:20][C:19]([F:22])=[CH:18][N:17]=3)=[O:14])[C:6]=2[N:23]=1.CC1(C)C(C)(C)OB([C:32]2[CH:37]=[CH:36][N:35]=[C:34]([N:38]3[CH2:42][CH2:41][CH:40]([C:43]([F:46])([F:45])[F:44])[CH2:39]3)[CH:33]=2)O1.C1(P(C2CCCCC2)C2CCCCC2)CCCCC1. (6) Given the product [C:16]([O-:18])(=[O:17])[CH2:15][C:14]([CH2:10][C:11]([OH:13])=[O:12])([C:19]([OH:21])=[O:20])[OH:22].[Na+:5], predict the reactants needed to synthesize it. The reactants are: C(=O)([O-])O.[Na+:5].C(O)(O)=O.[CH2:10]([C:14]([OH:22])([C:19]([OH:21])=[O:20])[CH2:15][C:16]([OH:18])=[O:17])[C:11]([OH:13])=[O:12].C(CN)CC(P([O-])(O)=O)(P(O)(O)=O)O.[Na+].